This data is from Reaction yield outcomes from USPTO patents with 853,638 reactions. The task is: Predict the reaction yield, written as a fraction of the theoretical maximum amount of product (1.0 means a 100% yield; for example, 0.34 means a 34% yield). (1) The reactants are BrC1C=CC(O)=C(C2C=[CH:16][C:15]3[C:10](=[CH:11][CH:12]=[C:13]([C:18]4[N:22]([CH:23]5[CH2:28][CH2:27][CH2:26][CH2:25][CH2:24]5)[C:21]5[CH:29]=[CH:30][C:31]([C:33]([OH:35])=[O:34])=[CH:32][C:20]=5[N:19]=4)[CH:14]=3)[N:9]=2)C=1.C(OC(C1C=CC2N(C3CCCCC3)C(C3C=CC(N)=C(C=O)C=3)=NC=2C=1)=O)C.[Cl:66][C:67]1[CH:72]=[CH:71][C:70]([C:73]2[C:77]([C:78](=O)[CH3:79])=[C:76]([CH3:81])[O:75][N:74]=2)=[CH:69][CH:68]=1.[OH-].[K+]. The catalyst is C(O)C. The product is [Cl:66][C:67]1[CH:72]=[CH:71][C:70]([C:73]2[C:77]([C:78]3[CH:79]=[CH:16][C:15]4[C:10](=[CH:11][CH:12]=[C:13]([C:18]5[N:22]([CH:23]6[CH2:24][CH2:25][CH2:26][CH2:27][CH2:28]6)[C:21]6[CH:29]=[CH:30][C:31]([C:33]([OH:35])=[O:34])=[CH:32][C:20]=6[N:19]=5)[CH:14]=4)[N:9]=3)=[C:76]([CH3:81])[O:75][N:74]=2)=[CH:69][CH:68]=1. The yield is 0.120. (2) The reactants are Cl.Cl[CH2:3][CH2:4][N:5]1[CH2:10][CH2:9][O:8][CH2:7][CH2:6]1.[NH2:11][C:12]1[C:13]([C:17]2[N:18]([CH2:43][CH3:44])[C:19]3[CH:24]=[C:23]([O:25][C:26]4[CH:27]=[C:28]([NH:32][C:33]([C:35]5[CH:40]=[CH:39][C:38](=[O:41])[NH:37][CH:36]=5)=[O:34])[CH:29]=[CH:30][CH:31]=4)[N:22]=[CH:21][C:20]=3[N:42]=2)=[N:14][O:15][N:16]=1.C([O-])([O-])=O.[K+].[K+]. The catalyst is CN(C=O)C.O. The product is [NH2:11][C:12]1[C:13]([C:17]2[N:18]([CH2:43][CH3:44])[C:19]3[CH:24]=[C:23]([O:25][C:26]4[CH:27]=[C:28]([NH:32][C:33]([C:35]5[CH:36]=[N:37][C:38]([O:41][CH2:3][CH2:4][N:5]6[CH2:10][CH2:9][O:8][CH2:7][CH2:6]6)=[CH:39][CH:40]=5)=[O:34])[CH:29]=[CH:30][CH:31]=4)[N:22]=[CH:21][C:20]=3[N:42]=2)=[N:14][O:15][N:16]=1. The yield is 0.300. (3) The reactants are O=[C:2]1[CH2:8][C@H:7]2[N:4]([C:5](=[O:12])[C@@H:6]2[C@H:9]([OH:11])[CH3:10])[CH:3]1[C:13]([O:15][CH2:16][C:17]1[CH:22]=[CH:21][C:20]([N+:23]([O-:25])=[O:24])=[CH:19][CH:18]=1)=[O:14].[CH2:26]([N:28]([CH2:31][CH3:32])[CH2:29][CH3:30])[CH3:27].FC(F)(F)C(OC(=O)C(F)(F)F)=[O:36].FC(F)(F)S(O[Si](CC)(CC)CC)(=O)=O.C(=O)([O-])[O-].[K+].[K+].C(O)(=O)C.[F-].[CH2:72]([N+](CCCC)(CCCC)CCCC)[CH2:73][CH2:74][CH3:75].C1COCC1. The catalyst is C(Cl)Cl.C1COCC1.[Pd].[Pd].C(=CC(C=CC1C=CC=CC=1)=O)C1C=CC=CC=1.C(=CC(C=CC1C=CC=CC=1)=O)C1C=CC=CC=1.C(=CC(C=CC1C=CC=CC=1)=O)C1C=CC=CC=1.C(OCC)(=O)C.CCCCCC. The product is [OH:11][C@@H:9]([C@H:6]1[C:5](=[O:12])[N:4]2[C@@H:7]1[CH2:8][C:2]([C:73]1[CH:74]=[CH:75][C:26]([N:28]3[CH2:31][CH2:32][O:36][CH2:30][CH2:29]3)=[CH:27][CH:72]=1)=[C:3]2[C:13]([O:15][CH2:16][C:17]1[CH:22]=[CH:21][C:20]([N+:23]([O-:25])=[O:24])=[CH:19][CH:18]=1)=[O:14])[CH3:10]. The yield is 0.580. (4) The reactants are [CH:1]1[C:14]2[C:5](=[CH:6][C:7]3[C:12]([C:13]=2[CH2:15][O:16][C:17](=[O:25])[NH:18][CH2:19][CH2:20][O:21][CH2:22][CH2:23][OH:24])=[CH:11][CH:10]=[CH:9][CH:8]=3)[CH:4]=[CH:3][CH:2]=1.[H-].[Na+].C1COCC1.[Cl:33][CH2:34][CH2:35][CH2:36][CH2:37][CH2:38][CH2:39]I. The catalyst is CCCCCCC.C(OCC)(=O)C. The product is [CH:11]1[C:12]2[C:7](=[CH:6][C:5]3[C:14]([C:13]=2[CH2:15][O:16][C:17](=[O:25])[NH:18][CH2:19][CH2:20][O:21][CH2:22][CH2:23][O:24][CH2:39][CH2:38][CH2:37][CH2:36][CH2:35][CH2:34][Cl:33])=[CH:1][CH:2]=[CH:3][CH:4]=3)[CH:8]=[CH:9][CH:10]=1. The yield is 0.410. (5) The reactants are [NH2:1][C:2]1[CH:3]=[C:4]([C:9]2[S:13][C:12]([N:14]3[CH2:20][CH2:19][CH2:18][NH:17][C:16](=[O:21])[CH2:15]3)=[N:11][CH:10]=2)[CH:5]=[C:6]([CH3:8])[CH:7]=1.Cl[C:23]1[N:28]=[CH:27][C:26]([Cl:29])=[CH:25][N:24]=1.C(=O)([O-])[O-].[K+].[K+].CC(C1C=C(C(C)C)C(C2C=CC=CC=2P(C2CCCCC2)C2CCCCC2)=C(C(C)C)C=1)C. The catalyst is C1C=CC(/C=C/C(/C=C/C2C=CC=CC=2)=O)=CC=1.C1C=CC(/C=C/C(/C=C/C2C=CC=CC=2)=O)=CC=1.C1C=CC(/C=C/C(/C=C/C2C=CC=CC=2)=O)=CC=1.[Pd].[Pd]. The product is [Cl:29][C:26]1[CH:25]=[N:24][C:23]([NH:1][C:2]2[CH:3]=[C:4]([C:9]3[S:13][C:12]([N:14]4[CH2:20][CH2:19][CH2:18][NH:17][C:16](=[O:21])[CH2:15]4)=[N:11][CH:10]=3)[CH:5]=[C:6]([CH3:8])[CH:7]=2)=[N:28][CH:27]=1. The yield is 0.481. (6) The reactants are C([O-])([O-])=O.[K+].[K+].Cl.[NH2:8][C@H:9]1[CH2:14][CH2:13][C@H:12]([OH:15])[CH2:11][CH2:10]1.C(N1[C:25](=[O:26])[C:24]2=[CH:27][CH:28]=[CH:29][CH:30]=[C:23]2[C:22]1=[O:31])(OCC)=O. The catalyst is O. The product is [OH:15][CH:12]1[CH2:13][CH2:14][CH:9]([N:8]2[C:25](=[O:26])[C:24]3[C:23](=[CH:30][CH:29]=[CH:28][CH:27]=3)[C:22]2=[O:31])[CH2:10][CH2:11]1. The yield is 0.840.